Dataset: TCR-epitope binding with 47,182 pairs between 192 epitopes and 23,139 TCRs. Task: Binary Classification. Given a T-cell receptor sequence (or CDR3 region) and an epitope sequence, predict whether binding occurs between them. The epitope is KLSYGIATV. The TCR CDR3 sequence is CASSEGTGLPVYEQYF. Result: 0 (the TCR does not bind to the epitope).